Dataset: Full USPTO retrosynthesis dataset with 1.9M reactions from patents (1976-2016). Task: Predict the reactants needed to synthesize the given product. (1) Given the product [Cl:1][C:2]1[CH:3]=[C:4]2[NH:10][CH2:9][C:8]([CH3:12])([CH3:11])[C:5]2=[N:6][CH:7]=1, predict the reactants needed to synthesize it. The reactants are: [Cl:1][C:2]1[CH:3]=[C:4](F)[C:5]([C:8]([CH3:12])([CH3:11])[CH2:9][NH2:10])=[N:6][CH:7]=1.C(=O)([O-])[O-].[K+].[K+].CN1C(=O)CCC1. (2) Given the product [F:20][C:21]([F:34])([F:33])[S:22]([O:19][C:14]1[CH:13]=[CH:12][C:11]2[C:16](=[CH:17][CH:18]=[C:9]([C:4]3[CH:5]=[CH:6][C:7]([F:8])=[C:2]([F:1])[CH:3]=3)[CH:10]=2)[CH:15]=1)(=[O:24])=[O:23], predict the reactants needed to synthesize it. The reactants are: [F:1][C:2]1[CH:3]=[C:4]([C:9]2[CH:10]=[C:11]3[C:16](=[CH:17][CH:18]=2)[CH:15]=[C:14]([OH:19])[CH:13]=[CH:12]3)[CH:5]=[CH:6][C:7]=1[F:8].[F:20][C:21]([F:34])([F:33])[S:22](O[S:22]([C:21]([F:34])([F:33])[F:20])(=[O:24])=[O:23])(=[O:24])=[O:23].O. (3) Given the product [F:20][C:17]([F:19])([F:18])[CH2:16][NH:15][C:13]1[CH:14]=[C:9]([C:34]2[S:38][C:37]([C:39]3([OH:43])[CH2:42][CH2:41][CH2:40]3)=[N:36][CH:35]=2)[CH:10]=[C:11]([NH:21][C:22]2[N:27]=[C:26]([C:28]([F:31])([F:29])[F:30])[CH:25]=[CH:24][N:23]=2)[CH:12]=1, predict the reactants needed to synthesize it. The reactants are: CC1(C)C(C)(C)OB([C:9]2[CH:10]=[C:11]([NH:21][C:22]3[N:27]=[C:26]([C:28]([F:31])([F:30])[F:29])[CH:25]=[CH:24][N:23]=3)[CH:12]=[C:13]([NH:15][CH2:16][C:17]([F:20])([F:19])[F:18])[CH:14]=2)O1.Br[C:34]1[S:38][C:37]([C:39]2([OH:43])[CH2:42][CH2:41][CH2:40]2)=[N:36][CH:35]=1.N#N.C([O-])([O-])=O.[Na+].[Na+]. (4) Given the product [Cl:1][C:2]1[N:7]=[N:6][C:5]([N:8]([CH3:21])[CH:9]2[CH2:14][C:13]([CH3:15])([CH3:16])[N:12]([CH3:17])[C:11]([CH3:19])([CH3:18])[CH2:10]2)=[CH:4][CH:3]=1, predict the reactants needed to synthesize it. The reactants are: [Cl:1][C:2]1[N:7]=[N:6][C:5]([NH:8][CH:9]2[CH2:14][C:13]([CH3:16])([CH3:15])[N:12]([CH3:17])[C:11]([CH3:19])([CH3:18])[CH2:10]2)=[CH:4][CH:3]=1.Cl[C:21]1N=NC(NC2CC(C)(C)NC(C)(C)C2)=CC=1.[H-].[Na+].CI. (5) Given the product [ClH:20].[CH3:16][N:15]([CH3:17])[C:14]([C:10]1[S:9][C:8]([NH2:7])=[N:12][C:11]=1[CH3:13])=[O:18], predict the reactants needed to synthesize it. The reactants are: C(OC(=O)[NH:7][C:8]1[S:9][C:10]([C:14](=[O:18])[N:15]([CH3:17])[CH3:16])=[C:11]([CH3:13])[N:12]=1)(C)(C)C.[ClH:20].